This data is from Forward reaction prediction with 1.9M reactions from USPTO patents (1976-2016). The task is: Predict the product of the given reaction. (1) Given the reactants [CH2:1]=[CH:2][CH2:3][CH:4]1[CH2:8][CH2:7][CH2:6][C:5]1=O.[CH3:10][C@H:11]([NH2:18])[C:12]1[CH:17]=[CH:16][CH:15]=[CH:14][CH:13]=1.[C:19]([OH:22])(=O)[CH3:20].[C:23]([N+:27]#[C-:28])([CH3:26])([CH3:25])[CH3:24].FC(F)(F)C[OH:32], predict the reaction product. The product is: [CH2:3]([C@H:4]1[CH2:8][CH2:7][CH2:6][C@@:5]1([N:18]([C@H:11]([C:12]1[CH:17]=[CH:16][CH:15]=[CH:14][CH:13]=1)[CH3:10])[C:19](=[O:22])[CH3:20])[C:28]([NH:27][C:23]([CH3:26])([CH3:25])[CH3:24])=[O:32])[CH:2]=[CH2:1]. (2) Given the reactants Cl[C:2]1[N:7]=[CH:6][N:5]=[C:4]([NH:8][CH2:9][C@@H:10]([C:22]([O:24][C:25]([CH3:28])([CH3:27])[CH3:26])=[O:23])[NH:11][C:12]([O:14][CH2:15][C:16]2[CH:21]=[CH:20][CH:19]=[CH:18][CH:17]=2)=[O:13])[C:3]=1[CH3:29].[NH:30]1[CH2:35][CH2:34][CH:33]([C:36]([O:38][CH3:39])=[O:37])[CH2:32][CH2:31]1.C(OCC)(=O)C.C(=O)(O)[O-].[Na+], predict the reaction product. The product is: [CH3:39][O:38][C:36]([CH:33]1[CH2:34][CH2:35][N:30]([C:2]2[N:7]=[CH:6][N:5]=[C:4]([NH:8][CH2:9][C@@H:10]([C:22]([O:24][C:25]([CH3:28])([CH3:27])[CH3:26])=[O:23])[NH:11][C:12]([O:14][CH2:15][C:16]3[CH:21]=[CH:20][CH:19]=[CH:18][CH:17]=3)=[O:13])[C:3]=2[CH3:29])[CH2:31][CH2:32]1)=[O:37]. (3) Given the reactants [C:1]([N:3]1[CH2:8][CH2:7][CH:6]([N:9]([CH:23]2[CH2:25][CH2:24]2)[C:10](=[O:22])[C:11]2[CH:16]=[CH:15][C:14]([C:17]3[O:21][CH:20]=[N:19][CH:18]=3)=[CH:13][CH:12]=2)[CH2:5][CH2:4]1)#[N:2].[OH:26][NH:27][C:28](=N)[CH2:29][CH2:30][CH:31]=[CH2:32], predict the reaction product. The product is: [CH2:29]([C:28]1[N:2]=[C:1]([N:3]2[CH2:4][CH2:5][CH:6]([N:9]([CH:23]3[CH2:25][CH2:24]3)[C:10](=[O:22])[C:11]3[CH:12]=[CH:13][C:14]([C:17]4[O:21][CH:20]=[N:19][CH:18]=4)=[CH:15][CH:16]=3)[CH2:7][CH2:8]2)[O:26][N:27]=1)[CH2:30][CH:31]=[CH2:32]. (4) Given the reactants [CH:1]1([N:6]2[C:11](=[O:12])[C:10]([C:13]([NH:15][CH2:16][C:17]([O:19]CC)=[O:18])=[O:14])=[C:9]([OH:22])[C:8]([C:23](OC)=[O:24])=[C:7]2[OH:27])[CH2:5][CH2:4][CH2:3][CH2:2]1.[CH2:28]([NH2:32])[CH:29]([CH3:31])[CH3:30].Cl, predict the reaction product. The product is: [CH:1]1([N:6]2[C:7]([OH:27])=[C:8]([C:23]([NH:32][CH2:28][CH:29]([CH3:31])[CH3:30])=[O:24])[C:9]([OH:22])=[C:10]([C:13]([NH:15][CH2:16][C:17]([OH:19])=[O:18])=[O:14])[C:11]2=[O:12])[CH2:5][CH2:4][CH2:3][CH2:2]1. (5) Given the reactants Cl[C:2]1[C:11]2[C:6](=[CH:7][C:8]([O:14][CH3:15])=[C:9]([O:12][CH3:13])[CH:10]=2)[N:5]=[CH:4][N:3]=1.C(N(C(C)C)CC)(C)C.[N:25]1([C:31]2[N:36]=[CH:35][C:34]([OH:37])=[CH:33][N:32]=2)[CH2:30][CH2:29][NH:28][CH2:27][CH2:26]1, predict the reaction product. The product is: [CH3:13][O:12][C:9]1[CH:10]=[C:11]2[C:6](=[CH:7][C:8]=1[O:14][CH3:15])[N:5]=[CH:4][N:3]=[C:2]2[N:28]1[CH2:29][CH2:30][N:25]([C:31]2[N:32]=[CH:33][C:34]([OH:37])=[CH:35][N:36]=2)[CH2:26][CH2:27]1.